This data is from Forward reaction prediction with 1.9M reactions from USPTO patents (1976-2016). The task is: Predict the product of the given reaction. (1) The product is: [Cl:1][C:2]1[CH:3]=[CH:4][C:5]([CH2:8][CH2:9][O:10][C:11]2[N:12]=[C:13]([NH2:50])[C:14]3[N:15]=[CH:16][N:17]([C:48]=3[N:49]=2)[C@@H:18]2[O:47][C@H:37]([CH2:38][OH:39])[C@@H:28]([OH:29])[C@H:19]2[OH:20])=[CH:6][CH:7]=1. Given the reactants [Cl:1][C:2]1[CH:7]=[CH:6][C:5]([CH2:8][CH2:9][O:10][C:11]2[N:12]=[C:13]([NH2:50])[C:14]3[N:15]=[CH:16][N:17]([C:48]=3[N:49]=2)[C@@H:18]2[O:47][C@H:37]([CH2:38][O:39][Si](C(C)(C)C)(C)C)[C@@H:28]([O:29][Si](C(C)(C)C)(C)C)[C@H:19]2[O:20][Si](C(C)(C)C)(C)C)=[CH:4][CH:3]=1.F.F.F.C(N(CC)CC)C, predict the reaction product. (2) Given the reactants C(O[C:6]([N:8]1[CH2:12][CH:11]([F:13])[CH:10]2[O:14][CH2:15][CH:16]([OH:17])[CH:9]12)=[O:7])(C)(C)C.C(O)(C(F)(F)F)=O.CCN=C=NCCCN(C)C.Cl.C1C=CC2N(O)N=NC=2C=1.[NH:47]([C:56]([O:58][CH2:59][C:60]1[CH:65]=[CH:64][CH:63]=[CH:62][CH:61]=1)=[O:57])[C@H:48](C(O)=O)[CH2:49][CH:50]([CH3:52])[CH3:51].CCN(CC)CC.C(OC(=O)NC(C(N1CC(F)C2OCC(O)C12)=O)CC(C)C)C1C=CC=CC=1.CC(OI1(OC(C)=O)(OC(C)=O)OC(=O)C2C=CC=CC1=2)=O, predict the reaction product. The product is: [CH2:59]([O:58][C:56](=[O:57])[NH:47][CH:48]([C:6]([N:8]1[CH2:12][CH:11]([F:13])[CH:10]2[O:14][CH2:15][C:16](=[O:17])[CH:9]12)=[O:7])[CH2:49][CH:50]([CH3:51])[CH3:52])[C:60]1[CH:65]=[CH:64][CH:63]=[CH:62][CH:61]=1.